Dataset: Catalyst prediction with 721,799 reactions and 888 catalyst types from USPTO. Task: Predict which catalyst facilitates the given reaction. (1) Reactant: CC1(C)[O:6][C@H:5]([C@@H:7]([NH:11][CH2:12][C:13]2[C:17]3[N:18]=[CH:19][NH:20][C:21](=[O:22])[C:16]=3[NH:15][CH:14]=2)[CH2:8][S:9][CH3:10])[CH2:4][O:3]1.Cl. Product: [OH:6][C@@H:5]([CH2:4][OH:3])[C@@H:7]([NH:11][CH2:12][C:13]1[C:17]2[N:18]=[CH:19][NH:20][C:21](=[O:22])[C:16]=2[NH:15][CH:14]=1)[CH2:8][S:9][CH3:10]. The catalyst class is: 5. (2) Reactant: [Cl-].O[NH3+:3].[C:4](=[O:7])([O-])[OH:5].[Na+].CS(C)=O.[O:13]=[C:14]1[C:19]([CH2:20][C:21]2[CH:26]=[CH:25][C:24]([C:27]3[C:28]([C:33]#[N:34])=[CH:29][CH:30]=[CH:31][CH:32]=3)=[CH:23][CH:22]=2)=[C:18]([CH2:35][CH2:36][CH2:37][CH2:38][CH3:39])[N:17]2[N:40]=[CH:41][N:42]=[C:16]2[N:15]1[CH:43]1[CH2:48][CH2:47][O:46][CH2:45][CH2:44]1. Product: [O:7]=[C:4]1[O:5][N:3]=[C:33]([C:28]2[CH:29]=[CH:30][CH:31]=[CH:32][C:27]=2[C:24]2[CH:23]=[CH:22][C:21]([CH2:20][C:19]3[C:14](=[O:13])[N:15]([CH:43]4[CH2:44][CH2:45][O:46][CH2:47][CH2:48]4)[C:16]4[N:17]([N:40]=[CH:41][N:42]=4)[C:18]=3[CH2:35][CH2:36][CH2:37][CH2:38][CH3:39])=[CH:26][CH:25]=2)[NH:34]1. The catalyst class is: 13. (3) Reactant: [F:1][C:2]1[CH:7]=[C:6]([C:8]2[C:13]([F:14])=[CH:12][C:11]([CH2:15][C:16]([O:18]C(C)(C)C)=[O:17])=[CH:10][N:9]=2)[CH:5]=[CH:4][N:3]=1.C(O)(C(F)(F)F)=O.C([O-])([O-])=O.[Na+].[Na+]. Product: [F:1][C:2]1[CH:7]=[C:6]([C:8]2[C:13]([F:14])=[CH:12][C:11]([CH2:15][C:16]([OH:18])=[O:17])=[CH:10][N:9]=2)[CH:5]=[CH:4][N:3]=1. The catalyst class is: 2. (4) Reactant: [Cl:1][C:2]1[CH:3]=[C:4]2[C:9](=[CH:10][CH:11]=1)[CH:8]=[C:7]([SH:12])[CH:6]=[CH:5]2.[C:13]([O:18][CH2:19][CH3:20])(=[O:17])[C:14]([CH3:16])=[CH2:15].[O-]CC.[Na+]. Product: [Cl:1][C:2]1[CH:3]=[C:4]2[C:9](=[CH:10][CH:11]=1)[CH:8]=[C:7]([S:12][CH2:15][CH:14]([CH3:16])[C:13]([O:18][CH2:19][CH3:20])=[O:17])[CH:6]=[CH:5]2. The catalyst class is: 8.